This data is from Full USPTO retrosynthesis dataset with 1.9M reactions from patents (1976-2016). The task is: Predict the reactants needed to synthesize the given product. (1) Given the product [CH3:24][C:22]([C@@H:21]([OH:57])[C:19]([NH:18][CH2:17][CH2:16][C:14]([NH:13][CH2:12][CH2:11][SH:10])=[O:15])=[O:20])([CH2:25][O:26][P:27]([O:30][P:31]([O:34][CH2:35][C@H:36]1[O:40][C@@H:39]([N:41]2[C:45]3[N:46]=[CH:47][N:48]=[C:49]([NH2:50])[C:44]=3[N:43]=[CH:42]2)[C@H:38]([OH:51])[C@@H:37]1[O:52][P:53]([OH:56])([OH:55])=[O:54])([OH:33])=[O:32])([OH:29])=[O:28])[CH3:23], predict the reactants needed to synthesize it. The reactants are: C[C@@](O)(CC([S:10][CH2:11][CH2:12][NH:13][C:14]([CH2:16][CH2:17][NH:18][C:19]([C@H:21]([OH:57])[C:22]([CH2:25][O:26][P:27]([O:30][P:31]([O:34][CH2:35][C@H:36]1[O:40][C@@H:39]([N:41]2[C:45]3[N:46]=[CH:47][N:48]=[C:49]([NH2:50])[C:44]=3[N:43]=[CH:42]2)[C@H:38]([OH:51])[C@@H:37]1[O:52][P:53]([OH:56])([OH:55])=[O:54])([OH:33])=[O:32])([OH:29])=[O:28])([CH3:24])[CH3:23])=[O:20])=[O:15])=O)CC(O)=O.C(O)C(N)(CO)CO.Cl.[Mg+2].[Cl-].[Cl-].C(N(CC(O)=O)CC(O)=O)CN(CC(O)=O)CC(O)=O.SC[C@H]([C@@H](CS)O)O.C(SCCNC(=O)CCNC(=O)[C@H](O)C(C)(C)COP(O)(=O)OP(O)(=O)OC[C@H]1O[C@@H](N2C3N=CN=C(N)C=3N=C2)[C@H](O)[C@@H]1OP(O)(O)=O)(=O)CC(C)=O.Cl. (2) Given the product [F:1][C:2]([F:7])([F:6])[C:3]([OH:5])=[O:4].[OH:59][C@H:26]([C:16]1[C:17]2[S:21][C:20](=[O:22])[NH:19][C:18]=2[C:13]([OH:12])=[CH:14][CH:15]=1)[CH2:27][NH:28][C@@H:29]1[CH2:33][CH2:32][N:31]([C:34](=[O:58])[CH2:35][N:36]2[CH2:41][CH2:40][CH:39]([O:42][C:43](=[O:57])[NH:44][C:45]3[CH:50]=[CH:49][CH:48]=[CH:47][C:46]=3[C:51]3[CH:56]=[CH:55][CH:54]=[CH:53][CH:52]=3)[CH2:38][CH2:37]2)[CH2:30]1.[F:1][C:2]([F:7])([F:6])[C:3]([OH:5])=[O:4], predict the reactants needed to synthesize it. The reactants are: [F:1][C:2]([F:7])([F:6])[C:3]([OH:5])=[O:4].C([O:12][C:13]1[C:18]2[N:19]=[C:20]([O:22]C(C)C)[S:21][C:17]=2[C:16]([C@@H:26]([OH:59])[CH2:27][NH:28][C@@H:29]2[CH2:33][CH2:32][N:31]([C:34](=[O:58])[CH2:35][N:36]3[CH2:41][CH2:40][CH:39]([O:42][C:43](=[O:57])[NH:44][C:45]4[CH:50]=[CH:49][CH:48]=[CH:47][C:46]=4[C:51]4[CH:56]=[CH:55][CH:54]=[CH:53][CH:52]=4)[CH2:38][CH2:37]3)[CH2:30]2)=[CH:15][CH:14]=1)(C)(C)C.CC#N.